Predict which catalyst facilitates the given reaction. From a dataset of Catalyst prediction with 721,799 reactions and 888 catalyst types from USPTO. (1) Reactant: [H-].[Na+].[C:3]([O:13][C:14]([CH3:17])([CH3:16])[CH3:15])(=[O:12])[CH2:4][C:5]([O:7][C:8]([CH3:11])([CH3:10])[CH3:9])=[O:6].[Br:18][C:19]1[CH:20]=[C:21]([O:26][C:27]2[C:32]([F:33])=[C:31](F)[CH:30]=[CH:29][C:28]=2[N+:35]([O-:37])=[O:36])[CH:22]=[C:23]([Cl:25])[CH:24]=1.OS([O-])(=O)=O.[Na+]. Product: [Br:18][C:19]1[CH:20]=[C:21]([O:26][C:27]2[C:32]([F:33])=[C:31]([CH:4]([C:5]([O:7][C:8]([CH3:9])([CH3:10])[CH3:11])=[O:6])[C:3]([O:13][C:14]([CH3:17])([CH3:16])[CH3:15])=[O:12])[CH:30]=[CH:29][C:28]=2[N+:35]([O-:37])=[O:36])[CH:22]=[C:23]([Cl:25])[CH:24]=1. The catalyst class is: 1. (2) Reactant: [CH:1]1([S:4]([C:7]2[CH:12]=[CH:11][C:10]([CH:13]([C:21]3[NH:25][C:24]([C:26]4[N:31]=[CH:30][C:29]([CH2:32][N:33]5[CH2:38][C@@H:37]6[CH2:39][C@H:34]5[CH2:35][NH:36]6)=[CH:28][CH:27]=4)=[CH:23][CH:22]=3)[CH2:14][CH:15]3[CH2:20][CH2:19][O:18][CH2:17][CH2:16]3)=[CH:9][CH:8]=2)(=[O:6])=[O:5])[CH2:3][CH2:2]1.[C:40](Cl)(=[O:42])[CH3:41].C(N(CC)CC)C. Product: [C:40]([N:36]1[CH2:35][C@@H:34]2[CH2:39][C@H:37]1[CH2:38][N:33]2[CH2:32][C:29]1[CH:30]=[N:31][C:26]([C:24]2[NH:25][C:21]([CH:13]([C:10]3[CH:9]=[CH:8][C:7]([S:4]([CH:1]4[CH2:2][CH2:3]4)(=[O:5])=[O:6])=[CH:12][CH:11]=3)[CH2:14][CH:15]3[CH2:20][CH2:19][O:18][CH2:17][CH2:16]3)=[CH:22][CH:23]=2)=[CH:27][CH:28]=1)(=[O:42])[CH3:41]. The catalyst class is: 96. (3) Reactant: C[O:2]C1C=CC2C=CC(=O)N3C=2C=1C(=O)CC3.[PH5].[Cl-].COC=[C:23]1[CH:28]=[CH:27][CH:26]=[CH:25][CH:24]1[PH+:29]([C:36]1[CH:41]=[CH:40][CH:39]=[CH:38][CH:37]=1)[C:30]1[CH:35]=[CH:34][CH:33]=[CH:32][CH:31]=1.CC(C)([O-])C.[K+]. Product: [C:36]1([P:29](=[O:2])([C:30]2[CH:31]=[CH:32][CH:33]=[CH:34][CH:35]=2)[C:24]2[CH:23]=[CH:28][CH:27]=[CH:26][CH:25]=2)[CH:37]=[CH:38][CH:39]=[CH:40][CH:41]=1. The catalyst class is: 195. (4) Reactant: [Cl:1][C:2]1[CH:3]=[C:4]([NH:9][C:10](=[NH:33])[NH:11][C:12]2[N:17]=[C:16]([NH:18][CH:19]3[CH2:24][CH2:23][CH2:22][N:21](C(OC(C)(C)C)=O)[CH2:20]3)[CH:15]=[C:14]([CH3:32])[N:13]=2)[CH:5]=[CH:6][C:7]=1[Cl:8].[F:34][C:35]([F:40])([F:39])[C:36]([OH:38])=[O:37]. Product: [Cl:1][C:2]1[CH:3]=[C:4]([NH:9][C:10](=[NH:33])[NH:11][C:12]2[N:17]=[C:16]([NH:18][CH:19]3[CH2:24][CH2:23][CH2:22][NH:21][CH2:20]3)[CH:15]=[C:14]([CH3:32])[N:13]=2)[CH:5]=[CH:6][C:7]=1[Cl:8].[F:34][C:35]([F:40])([F:39])[C:36]([O-:38])=[O:37]. The catalyst class is: 2. (5) Reactant: [CH3:1][N:2]1[CH2:7][CH:6]=[C:5]([C:8]2[CH:9]=[CH:10][C:11]([N+:14]([O-])=O)=[N:12][CH:13]=2)[CH2:4][CH2:3]1. Product: [CH3:1][N:2]1[CH2:7][CH2:6][CH:5]([C:8]2[CH:9]=[CH:10][C:11]([NH2:14])=[N:12][CH:13]=2)[CH2:4][CH2:3]1. The catalyst class is: 256. (6) Reactant: [C:1]1([C:7]2[CH:12]=[CH:11][CH:10]=[C:9](C)[C:8]=2[C:14](O)=O)[CH:6]=[CH:5][CH:4]=[CH:3][CH:2]=1.S(Cl)([Cl:19])=O.CN([CH:24]=[O:25])C. Product: [CH2:7]([C:1]1[CH:2]=[CH:3][CH:4]=[CH:5][C:6]=1[C:24]([Cl:19])=[O:25])[C:12]1[CH:11]=[CH:10][CH:9]=[CH:8][CH:14]=1. The catalyst class is: 2. (7) Reactant: Cl.FC1C=C(C=CC=1)CN1C=C(C2C3C(=NC=C(C4C=CC(C5CCNCC5)=CC=4)C=3)N(S(C3C=CC(C)=CC=3)(=O)=O)C=2)C=N1.[F:46][C:47]1[CH:48]=[C:49]([CH:97]=[CH:98][CH:99]=1)[CH2:50][N:51]1[C:55]([CH3:56])=[C:54]([C:57]2[C:65]3[C:60](=[N:61][CH:62]=[C:63]([C:66]4[CH:67]=[C:68]([NH:72][CH:73]5[CH2:78][CH2:77][N:76]([C:79]([O:81][C:82]([CH3:85])([CH3:84])[CH3:83])=[O:80])[CH2:75][CH2:74]5)[CH:69]=[CH:70][CH:71]=4)[CH:64]=3)[N:59](S(C3C=CC(C)=CC=3)(=O)=O)[CH:58]=2)[C:53]([CH3:96])=[N:52]1.[OH-].[Li+]. Product: [F:46][C:47]1[CH:48]=[C:49]([CH:97]=[CH:98][CH:99]=1)[CH2:50][N:51]1[C:55]([CH3:56])=[C:54]([C:57]2[C:65]3[C:60](=[N:61][CH:62]=[C:63]([C:66]4[CH:67]=[C:68]([NH:72][CH:73]5[CH2:78][CH2:77][N:76]([C:79]([O:81][C:82]([CH3:83])([CH3:84])[CH3:85])=[O:80])[CH2:75][CH2:74]5)[CH:69]=[CH:70][CH:71]=4)[CH:64]=3)[NH:59][CH:58]=2)[C:53]([CH3:96])=[N:52]1. The catalyst class is: 87. (8) Reactant: [NH2:1][CH2:2][CH2:3][C:4]1[CH:9]=[CH:8][C:7]([NH:10][CH2:11][C@H:12]([C:14]2[CH:19]=[CH:18][CH:17]=[CH:16][CH:15]=2)[OH:13])=[CH:6][CH:5]=1.[CH2:20]([O:27][C:28]1[CH:29]=[CH:30][C:31]([C@@H:39]([O:42][Si:43]([C:46]([CH3:49])([CH3:48])[CH3:47])([CH3:45])[CH3:44])[CH2:40]Br)=[C:32]2[C:37]=1[NH:36][C:35](=[O:38])[CH:34]=[CH:33]2)[C:21]1[CH:26]=[CH:25][CH:24]=[CH:23][CH:22]=1. Product: [OH:13][C@@H:12]([C:14]1[CH:19]=[CH:18][CH:17]=[CH:16][CH:15]=1)[CH2:11][NH:10][C:7]1[CH:8]=[CH:9][C:4]([CH2:3][CH2:2][NH:1][CH2:40][C@@H:39]([C:31]2[CH:30]=[CH:29][C:28]([O:27][CH2:20][C:21]3[CH:26]=[CH:25][CH:24]=[CH:23][CH:22]=3)=[C:37]3[C:32]=2[CH:33]=[CH:34][C:35](=[O:38])[NH:36]3)[O:42][Si:43]([C:46]([CH3:49])([CH3:48])[CH3:47])([CH3:45])[CH3:44])=[CH:5][CH:6]=1. The catalyst class is: 16.